Dataset: NCI-60 drug combinations with 297,098 pairs across 59 cell lines. Task: Regression. Given two drug SMILES strings and cell line genomic features, predict the synergy score measuring deviation from expected non-interaction effect. (1) Drug 1: CN1CCC(CC1)COC2=C(C=C3C(=C2)N=CN=C3NC4=C(C=C(C=C4)Br)F)OC. Drug 2: C1=NNC2=C1C(=O)NC=N2. Cell line: MDA-MB-231. Synergy scores: CSS=0.763, Synergy_ZIP=-1.48, Synergy_Bliss=-4.37, Synergy_Loewe=-17.3, Synergy_HSA=-7.92. (2) Drug 1: C1CCC(C1)C(CC#N)N2C=C(C=N2)C3=C4C=CNC4=NC=N3. Drug 2: CCCS(=O)(=O)NC1=C(C(=C(C=C1)F)C(=O)C2=CNC3=C2C=C(C=N3)C4=CC=C(C=C4)Cl)F. Cell line: U251. Synergy scores: CSS=3.65, Synergy_ZIP=-2.91, Synergy_Bliss=-3.53, Synergy_Loewe=-9.33, Synergy_HSA=-5.22. (3) Drug 1: CC1=C2C(C(=O)C3(C(CC4C(C3C(C(C2(C)C)(CC1OC(=O)C(C(C5=CC=CC=C5)NC(=O)OC(C)(C)C)O)O)OC(=O)C6=CC=CC=C6)(CO4)OC(=O)C)O)C)O. Drug 2: C(CCl)NC(=O)N(CCCl)N=O. Cell line: SR. Synergy scores: CSS=49.2, Synergy_ZIP=-3.24, Synergy_Bliss=-4.16, Synergy_Loewe=-16.1, Synergy_HSA=-3.86. (4) Drug 1: C1CCC(C1)C(CC#N)N2C=C(C=N2)C3=C4C=CNC4=NC=N3. Drug 2: CCC(=C(C1=CC=CC=C1)C2=CC=C(C=C2)OCCN(C)C)C3=CC=CC=C3.C(C(=O)O)C(CC(=O)O)(C(=O)O)O. Cell line: HCT-15. Synergy scores: CSS=7.30, Synergy_ZIP=4.32, Synergy_Bliss=8.52, Synergy_Loewe=6.20, Synergy_HSA=6.46. (5) Drug 1: CN(C)N=NC1=C(NC=N1)C(=O)N. Drug 2: C1CNP(=O)(OC1)N(CCCl)CCCl. Cell line: EKVX. Synergy scores: CSS=-4.27, Synergy_ZIP=2.38, Synergy_Bliss=1.71, Synergy_Loewe=0.149, Synergy_HSA=-1.06. (6) Cell line: NCI-H226. Synergy scores: CSS=6.19, Synergy_ZIP=0.338, Synergy_Bliss=-2.42, Synergy_Loewe=-56.1, Synergy_HSA=-7.82. Drug 2: CC1CCC2CC(C(=CC=CC=CC(CC(C(=O)C(C(C(=CC(C(=O)CC(OC(=O)C3CCCCN3C(=O)C(=O)C1(O2)O)C(C)CC4CCC(C(C4)OC)O)C)C)O)OC)C)C)C)OC. Drug 1: CC1=CC2C(CCC3(C2CCC3(C(=O)C)OC(=O)C)C)C4(C1=CC(=O)CC4)C. (7) Drug 1: C1=CN(C(=O)N=C1N)C2C(C(C(O2)CO)O)O.Cl. Drug 2: C1CCC(C(C1)N)N.C(=O)(C(=O)[O-])[O-].[Pt+4]. Cell line: IGROV1. Synergy scores: CSS=8.06, Synergy_ZIP=-5.48, Synergy_Bliss=-1.10, Synergy_Loewe=-2.88, Synergy_HSA=-0.0301.